From a dataset of Reaction yield outcomes from USPTO patents with 853,638 reactions. Predict the reaction yield, written as a fraction of the theoretical maximum amount of product (1.0 means a 100% yield; for example, 0.34 means a 34% yield). (1) The product is [NH2:1][C@@H:2]1[CH2:7][CH2:6][CH2:5][CH2:4][C@H:3]1[CH2:8][OH:9]. The yield is 0.700. The catalyst is C1COCC1.O. The reactants are [NH2:1][C@@H:2]1[CH2:7][CH2:6][CH2:5][CH2:4][C@H:3]1[C:8](O)=[O:9].[H-].[H-].[H-].[H-].[Li+].[Al+3].[OH-].[Na+].[O-]S([O-])(=O)=O.[Mg+2]. (2) The reactants are [CH3:1][NH:2][C@@H:3]1[C:8]2[CH:9]=[CH:10][CH:11]=[CH:12][C:7]=2[C@H:6]([C:13]2[CH:14]=[CH:15][C:16]([Cl:20])=[C:17]([Cl:19])[CH:18]=2)[CH2:5][CH2:4]1.[ClH:21].O. The catalyst is C(O)C. The product is [CH3:1][NH:2][C@@H:3]1[C:8]2[CH:9]=[CH:10][CH:11]=[CH:12][C:7]=2[C@H:6]([C:13]2[CH:14]=[CH:15][C:16]([Cl:20])=[C:17]([Cl:19])[CH:18]=2)[CH2:5][CH2:4]1.[ClH:21]. The yield is 0.947. (3) The reactants are [F:1][C:2]([F:7])([F:6])[C:3]([OH:5])=[O:4].[CH2:8]([S:10]([N:13]1[CH2:18][CH2:17][CH:16]([C:19]2[C:27]3[C:22](=[C:23]([C:40]([NH2:42])=[O:41])[CH:24]=[C:25]([C:28]4[CH:29]=[N:30][N:31]([CH2:33][CH2:34][N:35]5[CH2:39][CH2:38][CH2:37][CH2:36]5)[CH:32]=4)[CH:26]=3)[NH:21][CH:20]=2)[CH2:15][CH2:14]1)(=[O:12])=[O:11])[CH3:9].N1CC[O:46]CC1.N1CCCC1. No catalyst specified. The product is [F:1][C:2]([F:7])([F:6])[C:3]([OH:5])=[O:4].[CH2:8]([S:10]([N:13]1[CH2:14][CH2:15][CH:16]([C:19]2[C:27]3[C:22](=[C:23]([C:40]([NH2:42])=[O:41])[CH:24]=[C:25]([C:28]4[CH:29]=[N:30][N:31]([CH2:33][CH2:34][N:35]5[CH2:36][CH2:37][O:46][CH2:38][CH2:39]5)[CH:32]=4)[CH:26]=3)[NH:21][CH:20]=2)[CH2:17][CH2:18]1)(=[O:12])=[O:11])[CH3:9]. The yield is 0.340.